This data is from Full USPTO retrosynthesis dataset with 1.9M reactions from patents (1976-2016). The task is: Predict the reactants needed to synthesize the given product. Given the product [F:31][C:5]1[CH:6]=[C:7]([C:8]([F:11])([F:10])[F:9])[CH:2]=[CH:3][C:4]=1[C:12]1[CH:17]=[CH:16][C:15]([NH:18][S:19]([CH3:22])(=[O:21])=[O:20])=[CH:14][CH:13]=1, predict the reactants needed to synthesize it. The reactants are: F[C:2]1[CH:3]=[C:4]([C:12]2[CH:17]=[CH:16][C:15]([NH:18][S:19]([CH3:22])(=[O:21])=[O:20])=[CH:14][CH:13]=2)[CH:5]=[CH:6][C:7]=1[C:8]([F:11])([F:10])[F:9].BrC1C=CC(C(F)(F)[F:31])=C(F)C=1.